This data is from Catalyst prediction with 721,799 reactions and 888 catalyst types from USPTO. The task is: Predict which catalyst facilitates the given reaction. (1) Reactant: Cl[C:2]1[C:3]2[C:4](=[CH:16][N:17](CC3C=CC(OC)=CC=3)[N:18]=2)[N:5]=[C:6]([C:8]2[CH:13]=[CH:12][CH:11]=[CH:10][C:9]=2[O:14][CH3:15])[N:7]=1.[CH:28]1([C:31]2[NH:35][N:34]=[C:33]([NH2:36])[CH:32]=2)[CH2:30][CH2:29]1.Cl. Product: [CH:28]1([C:31]2[NH:35][N:34]=[C:33]([NH:36][C:2]3[C:3]4[NH:18][N:17]=[CH:16][C:4]=4[N:5]=[C:6]([C:8]4[CH:13]=[CH:12][CH:11]=[CH:10][C:9]=4[O:14][CH3:15])[N:7]=3)[CH:32]=2)[CH2:30][CH2:29]1. The catalyst class is: 71. (2) Reactant: [F:1][C:2]1[CH:7]=[CH:6][C:5]([C:8]2[C:17]3[C:12](=[CH:13][C:14]([CH:19]=O)=[C:15]([CH3:18])[CH:16]=3)[O:11][C:10](=[O:21])[CH:9]=2)=[CH:4][CH:3]=1.[NH2:22][C:23]1[O:27][C:26]([C:28]([OH:35])([CH2:33][CH3:34])[C:29]([F:32])([F:31])[F:30])=[N:25][N:24]=1.C1(C)C=CC(S([O-])(=O)=O)=CC=1.[NH+]1C=CC=CC=1.[BH4-].[Na+]. Product: [F:1][C:2]1[CH:7]=[CH:6][C:5]([C:8]2[C:17]3[C:12](=[CH:13][C:14]([CH2:19][NH:22][C:23]4[O:27][C:26]([C:28]([OH:35])([C:29]([F:32])([F:30])[F:31])[CH2:33][CH3:34])=[N:25][N:24]=4)=[C:15]([CH3:18])[CH:16]=3)[O:11][C:10](=[O:21])[CH:9]=2)=[CH:4][CH:3]=1. The catalyst class is: 11. (3) Reactant: [N:1]1[CH:6]=[CH:5][CH:4]=[CH:3][C:2]=1[N:7]1[CH2:12][CH2:11][CH:10]([NH:13]C(=O)OC(C)(C)C)[CH2:9][CH2:8]1.C1COCC1.CO.[ClH:28]. Product: [ClH:28].[ClH:28].[N:1]1[CH:6]=[CH:5][CH:4]=[CH:3][C:2]=1[N:7]1[CH2:8][CH2:9][CH:10]([NH2:13])[CH2:11][CH2:12]1. The catalyst class is: 12. (4) Reactant: [CH3:1][N:2]([CH3:26])[C:3]1[CH:4]=[C:5]([CH:9]=[C:10](/[CH:12]=[CH:13]/[C:14]2[CH:19]=[C:18]([CH3:20])[C:17]([O:21][CH2:22][O:23][CH3:24])=[C:16]([CH3:25])[CH:15]=2)[CH:11]=1)[C:6]([OH:8])=O.C1CCC(N=C=NC2CCCCC2)CC1.[F:42][C:43]1[CH:48]=[CH:47][C:46]([SH:49])=[CH:45][CH:44]=1. Product: [CH3:1][N:2]([CH3:26])[C:3]1[CH:4]=[C:5]([CH:9]=[C:10](/[CH:12]=[CH:13]/[C:14]2[CH:15]=[C:16]([CH3:25])[C:17]([O:21][CH2:22][O:23][CH3:24])=[C:18]([CH3:20])[CH:19]=2)[CH:11]=1)[C:6](=[O:8])[S:49][C:46]1[CH:47]=[CH:48][C:43]([F:42])=[CH:44][CH:45]=1. The catalyst class is: 64. (5) Reactant: [CH2:1]1[C@H:5]2[CH2:6][CH2:7][NH:8][CH2:9][CH2:10][C@H:4]2[CH2:3][N:2]1[C:11]([O:13][C:14]([CH3:17])([CH3:16])[CH3:15])=[O:12].[F:18][C:19]([F:33])([F:32])[O:20][C:21]1[CH:22]=[C:23](/[CH:27]=[CH:28]/[C:29](O)=[O:30])[CH:24]=[CH:25][CH:26]=1.C(N(C(C)C)C(C)C)C.F[P-](F)(F)(F)(F)F.N1(OC(N(C)C)=[N+](C)C)C2N=CC=CC=2N=N1. Product: [F:18][C:19]([F:32])([F:33])[O:20][C:21]1[CH:22]=[C:23](/[CH:27]=[CH:28]/[C:29]([N:8]2[CH2:7][CH2:6][C@H:5]3[CH2:1][N:2]([C:11]([O:13][C:14]([CH3:17])([CH3:16])[CH3:15])=[O:12])[CH2:3][C@H:4]3[CH2:10][CH2:9]2)=[O:30])[CH:24]=[CH:25][CH:26]=1. The catalyst class is: 9.